From a dataset of Full USPTO retrosynthesis dataset with 1.9M reactions from patents (1976-2016). Predict the reactants needed to synthesize the given product. Given the product [Si:1]([O:8][CH2:9][CH2:10][CH2:11][O:12][C:13]1[CH:14]=[C:15]2[C:19](=[CH:20][CH:21]=1)[N:18]([CH:23]([CH3:24])[CH3:22])[CH:17]=[CH:16]2)([C:4]([CH3:6])([CH3:7])[CH3:5])([CH3:3])[CH3:2], predict the reactants needed to synthesize it. The reactants are: [Si:1]([O:8][CH2:9][CH2:10][CH2:11][O:12][C:13]1[CH:14]=[C:15]2[C:19](=[CH:20][CH:21]=1)[NH:18][CH:17]=[CH:16]2)([C:4]([CH3:7])([CH3:6])[CH3:5])([CH3:3])[CH3:2].[CH3:22][C:23](C)([O-])[CH3:24].[K+].IC(C)C.